This data is from CYP2D6 inhibition data for predicting drug metabolism from PubChem BioAssay. The task is: Regression/Classification. Given a drug SMILES string, predict its absorption, distribution, metabolism, or excretion properties. Task type varies by dataset: regression for continuous measurements (e.g., permeability, clearance, half-life) or binary classification for categorical outcomes (e.g., BBB penetration, CYP inhibition). Dataset: cyp2d6_veith. (1) The drug is O=C(NNC(=O)c1ccncc1)c1ccncc1. The result is 0 (non-inhibitor). (2) The result is 0 (non-inhibitor). The compound is COc1ccc(Oc2ncc3nc(-c4cc(F)cc(F)c4)c(=O)n(C4CC4)c3n2)cc1.